Dataset: Peptide-MHC class I binding affinity with 185,985 pairs from IEDB/IMGT. Task: Regression. Given a peptide amino acid sequence and an MHC pseudo amino acid sequence, predict their binding affinity value. This is MHC class I binding data. (1) The peptide sequence is YLHIHPFKI. The MHC is HLA-B46:01 with pseudo-sequence HLA-B46:01. The binding affinity (normalized) is 0.0847. (2) The peptide sequence is IGYRLGMGK. The MHC is HLA-A25:01 with pseudo-sequence HLA-A25:01. The binding affinity (normalized) is 0.0847.